This data is from Peptide-MHC class I binding affinity with 185,985 pairs from IEDB/IMGT. The task is: Regression. Given a peptide amino acid sequence and an MHC pseudo amino acid sequence, predict their binding affinity value. This is MHC class I binding data. (1) The peptide sequence is GIPYCNYSK. The MHC is HLA-A11:01 with pseudo-sequence HLA-A11:01. The binding affinity (normalized) is 0.559. (2) The peptide sequence is VLLLDVTPL. The MHC is HLA-A02:01 with pseudo-sequence HLA-A02:01. The binding affinity (normalized) is 0.638. (3) The peptide sequence is KAKTTISNY. The MHC is HLA-A30:01 with pseudo-sequence HLA-A30:01. The binding affinity (normalized) is 0.705. (4) The peptide sequence is HKELAITAL. The MHC is HLA-A03:01 with pseudo-sequence HLA-A03:01. The binding affinity (normalized) is 0.0847. (5) The peptide sequence is TAATKRYPGV. The MHC is HLA-A02:01 with pseudo-sequence HLA-A02:01. The binding affinity (normalized) is 0.0138. (6) The peptide sequence is LMMSSPPPI. The MHC is HLA-B45:06 with pseudo-sequence HLA-B45:06. The binding affinity (normalized) is 0.213.